This data is from Full USPTO retrosynthesis dataset with 1.9M reactions from patents (1976-2016). The task is: Predict the reactants needed to synthesize the given product. (1) Given the product [CH3:13][S:14][C:15]1[N:17]=[C:4]([OH:3])[C:6]2[CH2:7][CH2:8][CH2:9][CH2:10][C:11]=2[N:16]=1, predict the reactants needed to synthesize it. The reactants are: CC[O:3][C:4]([CH:6]1[C:11](=O)[CH2:10][CH2:9][CH2:8][CH2:7]1)=O.[CH3:13][S:14][C:15](=[NH:17])[NH2:16].C(=O)([O-])[O-].[Na+].[Na+]. (2) The reactants are: Br[CH:2]([CH3:12])[C:3]([C:5]1[CH:10]=[CH:9][C:8]([CH3:11])=[CH:7][CH:6]=1)=O.[NH2:13][C:14]([NH2:16])=[S:15]. Given the product [CH3:12][C:2]1[S:15][C:14]([NH2:16])=[N:13][C:3]=1[C:5]1[CH:10]=[CH:9][C:8]([CH3:11])=[CH:7][CH:6]=1, predict the reactants needed to synthesize it. (3) The reactants are: [F:1][C:2]1[CH:11]=[C:10]2[C:5]([CH:6]=[CH:7][C:8](=[O:33])[N:9]2[CH2:12][CH2:13][N:14]2[CH2:19][CH2:18][C@@H:17]([OH:20])[C@@H:16]([CH2:21][NH:22]C(=O)OCC3C=CC=CC=3)[CH2:15]2)=[CH:4][CH:3]=1. Given the product [NH2:22][CH2:21][C@@H:16]1[C@H:17]([OH:20])[CH2:18][CH2:19][N:14]([CH2:13][CH2:12][N:9]2[C:10]3[C:5](=[CH:4][CH:3]=[C:2]([F:1])[CH:11]=3)[CH:6]=[CH:7][C:8]2=[O:33])[CH2:15]1, predict the reactants needed to synthesize it. (4) Given the product [Cl:1][C:2]1[CH:3]=[C:4]([C:8]2[N:12]=[C:11]([CH2:13][N:14]([CH3:20])[C:15]3[N:18]([CH3:19])[C:21]([C:22]4[CH:27]=[CH:26][N:25]=[CH:24][CH:23]=4)=[N:29][N:30]=3)[O:10][N:9]=2)[CH:5]=[CH:6][CH:7]=1, predict the reactants needed to synthesize it. The reactants are: [Cl:1][C:2]1[CH:3]=[C:4]([C:8]2[N:12]=[C:11]([CH2:13][N:14]([CH3:20])[C:15](=[N:18][CH3:19])SC)[O:10][N:9]=2)[CH:5]=[CH:6][CH:7]=1.[C:21]([NH:29][NH2:30])(=O)[C:22]1[CH:27]=[CH:26][N:25]=[CH:24][CH:23]=1. (5) Given the product [Si:1]([O:18][C@H:19]1[C:28]2[C:23](=[CH:24][C:25]([F:29])=[CH:26][CH:27]=2)[C@H:22]([N:30]2[C:53](=[O:54])[NH:37][C:36]3[C:31]2=[N:32][C:33]([N:38]2[C:42]4[CH:43]=[C:44]([F:47])[CH:45]=[CH:46][C:41]=4[N:40]=[CH:39]2)=[N:34][CH:35]=3)[CH2:21][CH2:20]1)([C:14]([CH3:16])([CH3:15])[CH3:17])([C:2]1[CH:3]=[CH:4][CH:5]=[CH:6][CH:7]=1)[C:8]1[CH:9]=[CH:10][CH:11]=[CH:12][CH:13]=1, predict the reactants needed to synthesize it. The reactants are: [Si:1]([O:18][C@H:19]1[C:28]2[C:23](=[CH:24][C:25]([F:29])=[CH:26][CH:27]=2)[C@H:22]([NH:30][C:31]2[C:36]([NH2:37])=[CH:35][N:34]=[C:33]([N:38]3[C:42]4[CH:43]=[C:44]([F:47])[CH:45]=[CH:46][C:41]=4[N:40]=[CH:39]3)[N:32]=2)[CH2:21][CH2:20]1)([C:14]([CH3:17])([CH3:16])[CH3:15])([C:8]1[CH:13]=[CH:12][CH:11]=[CH:10][CH:9]=1)[C:2]1[CH:7]=[CH:6][CH:5]=[CH:4][CH:3]=1.C1N=CN([C:53](N2C=NC=C2)=[O:54])C=1. (6) Given the product [CH3:1][C:2]1[CH:7]=[C:6]([CH3:8])[CH:5]=[CH:4][C:3]=1[N:9]([CH2:27][CH:28]([CH3:30])[CH3:29])[S:10]([C:13]1[CH:18]=[CH:17][C:16]([OH:19])=[CH:15][CH:14]=1)(=[O:12])=[O:11], predict the reactants needed to synthesize it. The reactants are: [CH3:1][C:2]1[CH:7]=[C:6]([CH3:8])[CH:5]=[CH:4][C:3]=1[N:9]([CH2:27][CH:28]([CH3:30])[CH3:29])[S:10]([C:13]1[CH:18]=[CH:17][C:16]([O:19]CC2C=CC=CC=2)=[CH:15][CH:14]=1)(=[O:12])=[O:11].C([O-])=O.[NH4+].C(O)C. (7) Given the product [CH3:12][C:13]1[S:14][C:15]2[CH:21]=[CH:20][C:19]([O:22][CH2:23][C@H:24]([OH:32])[CH2:25][N:26]3[CH2:27][CH2:28][N:29]([CH2:2][CH2:3][O:4][C:5]4[CH:10]=[CH:9][CH:8]=[CH:7][C:6]=4[CH3:11])[CH2:30][CH2:31]3)=[CH:18][C:16]=2[N:17]=1, predict the reactants needed to synthesize it. The reactants are: Br[CH2:2][CH2:3][O:4][C:5]1[CH:10]=[CH:9][CH:8]=[CH:7][C:6]=1[CH3:11].[CH3:12][C:13]1[S:14][C:15]2[CH:21]=[CH:20][C:19]([O:22][CH2:23][C@H:24]([OH:32])[CH2:25][N:26]3[CH2:31][CH2:30][NH:29][CH2:28][CH2:27]3)=[CH:18][C:16]=2[N:17]=1.CCN(C(C)C)C(C)C.